Predict the reaction yield, written as a fraction of the theoretical maximum amount of product (1.0 means a 100% yield; for example, 0.34 means a 34% yield). From a dataset of Reaction yield outcomes from USPTO patents with 853,638 reactions. (1) The reactants are [CH3:1][O:2][C:3]([NH:5][C@H:6]([C:10]([N:12]1[C@@H:16]([CH3:17])[CH2:15][CH2:14][C@H:13]1[C:18]1[NH:22][C:21]2[C:23]3[C:28]([CH:29]=[CH:30][C:20]=2[N:19]=1)=[CH:27][C:26]1[C:31]2[C:36]([CH2:37][O:38][C:25]=1[CH:24]=3)=[CH:35][C:34]([C:39]1[NH:43][C:42]([C@@H:44]3[CH2:48][C@H:47]([CH3:49])[CH2:46][N:45]3C(OC(C)(C)C)=O)=[N:41][CH:40]=1)=[CH:33][CH:32]=2)=[O:11])[CH:7]([CH3:9])[CH3:8])=[O:4].CO[C@H:59]([CH3:69])[C@H:60]([NH:64][C:65]([O:67][CH3:68])=[O:66])[C:61]([OH:63])=O.[CH3:70]N(C(ON1N=NC2C=CC=NC1=2)=[N+](C)C)C.F[P-](F)(F)(F)(F)F.CN1CCOCC1. The catalyst is Cl.CCO.CN(C=O)C. The product is [CH3:68][O:67][C:65]([NH:64][C@@H:60]([CH:59]([CH3:69])[CH3:70])[C:61]([N:45]1[CH2:46][C@@H:47]([CH3:49])[CH2:48][C@H:44]1[C:42]1[NH:43][C:39]([C:34]2[CH:35]=[C:36]3[CH2:37][O:38][C:25]4[CH:24]=[C:23]5[C:28]([CH:29]=[CH:30][C:20]6[N:19]=[C:18]([C@@H:13]7[CH2:14][CH2:15][C@H:16]([CH3:17])[N:12]7[C:10](=[O:11])[C@@H:6]([NH:5][C:3](=[O:4])[O:2][CH3:1])[CH:7]([CH3:9])[CH3:8])[NH:22][C:21]=65)=[CH:27][C:26]=4[C:31]3=[CH:32][CH:33]=2)=[CH:40][N:41]=1)=[O:63])=[O:66]. The yield is 0.350. (2) The reactants are [OH-].[Na+].[CH2:3]([C:5]([OH:58])([CH2:56][CH3:57])[CH2:6][CH2:7][NH:8][C@:9]12[CH2:52][CH2:51][C@@H:50]([C:53]([CH3:55])=[CH2:54])[C@@H:10]1[C@@H:11]1[C@@:24]([CH3:27])([CH2:25][CH2:26]2)[C@@:23]2([CH3:28])[C@@H:14]([C@:15]3([CH3:49])[C@@H:20]([CH2:21][CH2:22]2)[C:19]([CH3:30])([CH3:29])[C:18]([C:31]2[CH2:36][CH2:35][C@@:34]([CH2:47][F:48])([C:37]([O:39]CC4C=CC=CC=4)=[O:38])[CH2:33][CH:32]=2)=[CH:17][CH2:16]3)[CH2:13][CH2:12]1)[CH3:4]. The catalyst is O1CCOCC1.C(O)C. The product is [CH2:3]([C:5]([OH:58])([CH2:56][CH3:57])[CH2:6][CH2:7][NH:8][C@:9]12[CH2:52][CH2:51][C@@H:50]([C:53]([CH3:55])=[CH2:54])[C@@H:10]1[C@@H:11]1[C@@:24]([CH3:27])([CH2:25][CH2:26]2)[C@@:23]2([CH3:28])[C@@H:14]([C@:15]3([CH3:49])[C@@H:20]([CH2:21][CH2:22]2)[C:19]([CH3:29])([CH3:30])[C:18]([C:31]2[CH2:36][CH2:35][C@@:34]([CH2:47][F:48])([C:37]([OH:39])=[O:38])[CH2:33][CH:32]=2)=[CH:17][CH2:16]3)[CH2:13][CH2:12]1)[CH3:4]. The yield is 0.470. (3) The reactants are [C:1]([C:4]1[NH:8][C:7]2[C:9]([Cl:13])=[C:10]([Cl:12])[S:11][C:6]=2[CH:5]=1)([OH:3])=O.[NH2:14][C@@H:15]1[CH2:23][C:22]2[C:17](=[CH:18][CH:19]=[CH:20][CH:21]=2)[C@H:16]1[NH:24][C:25]([O:27][C:28]([CH3:31])([CH3:30])[CH3:29])=[O:26].CCN(C(C)C)C(C)C.C1C=CC2N(O)N=NC=2C=1.CCN=C=NCCCN(C)C. The catalyst is ClCCl. The product is [Cl:12][C:10]1[S:11][C:6]2[CH:5]=[C:4]([C:1](=[O:3])[NH:14][CH:15]3[CH2:23][C:22]4[C:17](=[CH:18][CH:19]=[CH:20][CH:21]=4)[CH:16]3[NH:24][C:25]([O:27][C:28]([CH3:31])([CH3:30])[CH3:29])=[O:26])[NH:8][C:7]=2[C:9]=1[Cl:13]. The yield is 0.850. (4) The reactants are [C:1](=[O:13])([O:11][CH3:12])[O:2][C:3]1[CH:8]=[CH:7][C:6]([F:9])=[CH:5][C:4]=1[Cl:10].[N+:14]([O-])([OH:16])=[O:15]. The catalyst is OS(O)(=O)=O. The product is [C:1](=[O:13])([O:11][CH3:12])[O:2][C:3]1[CH:8]=[C:7]([N+:14]([O-:16])=[O:15])[C:6]([F:9])=[CH:5][C:4]=1[Cl:10]. The yield is 0.900. (5) The reactants are [NH:1]1[CH:5]=[CH:4][C:3]([NH:6][C:7]2[N:11]([C:12]3[CH:17]=[C:16]([NH2:18])[N:15]=[C:14]([CH3:19])[N:13]=3)[N:10]=[C:9]([C:20]([O:22]C)=[O:21])[CH:8]=2)=[N:2]1.O.[OH-].[Li+].CO.C([O-])(O)=O.[Na+]. The catalyst is C1COCC1.O. The product is [NH:1]1[CH:5]=[CH:4][C:3]([NH:6][C:7]2[N:11]([C:12]3[CH:17]=[C:16]([NH2:18])[N:15]=[C:14]([CH3:19])[N:13]=3)[N:10]=[C:9]([C:20]([OH:22])=[O:21])[CH:8]=2)=[N:2]1. The yield is 0.698. (6) The reactants are Br[C:2]1[CH:21]=[N:20][C:5]2[N:6]=[C:7]([N:13]3[CH2:18][CH2:17][N:16]([CH3:19])[CH2:15][CH2:14]3)[C:8]3[N:9]([CH:10]=[N:11][N:12]=3)[C:4]=2[CH:3]=1.O.[CH3:23][N:24](C=O)C. The catalyst is [C-]#N.[C-]#N.[Zn+2].C1C=CC([P]([Pd]([P](C2C=CC=CC=2)(C2C=CC=CC=2)C2C=CC=CC=2)([P](C2C=CC=CC=2)(C2C=CC=CC=2)C2C=CC=CC=2)[P](C2C=CC=CC=2)(C2C=CC=CC=2)C2C=CC=CC=2)(C2C=CC=CC=2)C2C=CC=CC=2)=CC=1. The product is [CH3:19][N:16]1[CH2:17][CH2:18][N:13]([C:7]2[C:8]3[N:9]([CH:10]=[N:11][N:12]=3)[C:4]3[CH:3]=[C:2]([C:23]#[N:24])[CH:21]=[N:20][C:5]=3[N:6]=2)[CH2:14][CH2:15]1. The yield is 0.130. (7) The reactants are [OH:1][CH2:2][CH:3]([O:6][CH2:7][C@@H:8]([NH:11][C:12](=[O:18])[O:13][C:14]([CH3:17])([CH3:16])[CH3:15])[CH:9]=[CH2:10])[CH:4]=[CH2:5].C(N(CC)CC)C.[C:26](Cl)(=[O:28])[CH3:27]. The catalyst is C(Cl)Cl. The product is [C:26]([O:1][CH2:2][CH:3]([O:6][CH2:7][C@@H:8]([NH:11][C:12]([O:13][C:14]([CH3:17])([CH3:16])[CH3:15])=[O:18])[CH:9]=[CH2:10])[CH:4]=[CH2:5])(=[O:28])[CH3:27]. The yield is 0.850. (8) The reactants are Cl.[NH2:2][CH2:3][C:4]1([OH:10])[CH2:9][CH2:8][CH2:7][CH2:6][CH2:5]1.C(N(CC)CC)C.N1C=CC=C[C:19]=1[O:24]C(=O)OC1C=CC=CN=1. The catalyst is ClCCl.C(OCC)(=O)C. The product is [O:10]1[C:4]2([CH2:9][CH2:8][CH2:7][CH2:6][CH2:5]2)[CH2:3][NH:2][C:19]1=[O:24]. The yield is 0.740.